The task is: Predict the product of the given reaction.. This data is from Forward reaction prediction with 1.9M reactions from USPTO patents (1976-2016). (1) Given the reactants C([O:4][C@@H:5]1[C@@H:10]([O:11]C(=O)C)[C@@H:9]([O:15]C(=O)C)[C@@H:8]([CH2:19][O:20]C(=O)C)[O:7][C@H:6]1[O:24][C:25]1[C:29]([CH2:30][C:31]2[CH:36]=[CH:35][C:34]([O:37][CH2:38][CH2:39][NH:40][C:41](=[O:63])[C:42]([C:45]([N:47]3[CH2:52][CH2:51][N:50]([C:53]([O:55][CH2:56][C:57]4[CH:62]=[CH:61][CH:60]=[CH:59][CH:58]=4)=[O:54])[CH2:49][CH2:48]3)=[O:46])([CH3:44])[CH3:43])=[CH:33][C:32]=2[CH3:64])=[C:28]([CH:65]([CH3:67])[CH3:66])[NH:27][N:26]=1)(=O)C.C[O-].[Na+], predict the reaction product. The product is: [CH2:56]([O:55][C:53]([N:50]1[CH2:51][CH2:52][N:47]([C:45]([C:42]([CH3:44])([CH3:43])[C:41]([NH:40][CH2:39][CH2:38][O:37][C:34]2[CH:35]=[CH:36][C:31]([CH2:30][C:29]3[C:25]([O:24][C@@H:6]4[O:7][C@H:8]([CH2:19][OH:20])[C@H:9]([OH:15])[C@H:10]([OH:11])[C@H:5]4[OH:4])=[N:26][NH:27][C:28]=3[CH:65]([CH3:67])[CH3:66])=[C:32]([CH3:64])[CH:33]=2)=[O:63])=[O:46])[CH2:48][CH2:49]1)=[O:54])[C:57]1[CH:58]=[CH:59][CH:60]=[CH:61][CH:62]=1. (2) Given the reactants [CH3:1][O:2][C:3](=[O:53])[NH:4][C@H:5]([C:47]1[CH:52]=[CH:51][CH:50]=[CH:49][CH:48]=1)[C:6]([N:8]1[CH2:12][CH2:11][CH2:10][C@H:9]1[C:13]1[NH:17][C:16]2[C:18]3[C:23]([CH:24]=[CH:25][C:15]=2[N:14]=1)=[CH:22][C:21]1[C:26]2[C:31]([CH2:32][O:33][C:20]=1[CH:19]=3)=[CH:30][C:29]([C:34]1[NH:38][C:37]([C@@H:39]3[CH2:43][C@H:42]([CH2:44][O:45][CH3:46])[CH2:41][NH:40]3)=[N:36][CH:35]=1)=[CH:28][CH:27]=2)=[O:7].[CH3:54][O:55][C@H:56]([CH3:66])[C@H:57]([NH:61][C:62]([O:64][CH3:65])=[O:63])[C:58](O)=[O:59].CN(C(ON1N=NC2C=CC=NC1=2)=[N+](C)C)C.F[P-](F)(F)(F)(F)F.CCN(C(C)C)C(C)C, predict the reaction product. The product is: [CH3:1][O:2][C:3](=[O:53])[NH:4][C@H:5]([C:47]1[CH:52]=[CH:51][CH:50]=[CH:49][CH:48]=1)[C:6]([N:8]1[CH2:12][CH2:11][CH2:10][C@H:9]1[C:13]1[NH:17][C:16]2[C:18]3[C:23]([CH:24]=[CH:25][C:15]=2[N:14]=1)=[CH:22][C:21]1[C:26]2[C:31]([CH2:32][O:33][C:20]=1[CH:19]=3)=[CH:30][C:29]([C:34]1[NH:38][C:37]([C@@H:39]3[CH2:43][C@H:42]([CH2:44][O:45][CH3:46])[CH2:41][N:40]3[C:58](=[O:59])[C@H:57]([C@@H:56]([CH3:66])[O:55][CH3:54])[NH:61][C:62]([O:64][CH3:65])=[O:63])=[N:36][CH:35]=1)=[CH:28][CH:27]=2)=[O:7]. (3) Given the reactants [CH3:1][NH:2][C:3]1[N:8]=[CH:7][N:6]=[C:5]([O:9][C:10]2[CH:11]=[C:12]3[C:16](=[CH:17][CH:18]=2)[NH:15][CH2:14][CH2:13]3)[CH:4]=1.[C:19]([C:23]1[CH:28]=[CH:27][C:26]([N:29]=[C:30]=[O:31])=[CH:25][CH:24]=1)([CH3:22])([CH3:21])[CH3:20].CCOC(C)=O.O, predict the reaction product. The product is: [C:19]([C:23]1[CH:28]=[CH:27][C:26]([NH:29][C:30]([N:15]2[C:16]3[C:12](=[CH:11][C:10]([O:9][C:5]4[CH:4]=[C:3]([NH:2][CH3:1])[N:8]=[CH:7][N:6]=4)=[CH:18][CH:17]=3)[CH2:13][CH2:14]2)=[O:31])=[CH:25][CH:24]=1)([CH3:22])([CH3:20])[CH3:21]. (4) Given the reactants [F:1][C:2]1[CH:3]=[C:4]([CH:7]=[CH:8][C:9]=1[CH:10]=O)[C:5]#[N:6].[C:12]([CH2:14][C@@H:15]1[N:19]([C:20]2[CH:25]=[CH:24][C:23]([OH:26])=[CH:22][CH:21]=2)[N:18]=[C:17](C2C=CC(C#N)=CC=2)[C@H:16]1C)#[N:13], predict the reaction product. The product is: [C:12]([CH2:14][C@@H:15]1[N:19]([C:20]2[CH:21]=[CH:22][C:23]([OH:26])=[CH:24][CH:25]=2)[N:18]=[C:10]([C:9]2[CH:8]=[CH:7][C:4]([C:5]#[N:6])=[CH:3][C:2]=2[F:1])[C@H:16]1[CH3:17])#[N:13].